From a dataset of Forward reaction prediction with 1.9M reactions from USPTO patents (1976-2016). Predict the product of the given reaction. (1) Given the reactants Br[C:2]1[CH:3]=[C:4]([NH:11][S:12]([CH3:15])(=[O:14])=[O:13])[CH:5]=[C:6]([CH:8]([F:10])[F:9])[CH:7]=1.[B:16]1([B:16]2[O:20][C:19]([CH3:22])([CH3:21])[C:18]([CH3:24])([CH3:23])[O:17]2)[O:20][C:19]([CH3:22])([CH3:21])[C:18]([CH3:24])([CH3:23])[O:17]1.C([O-])(=O)C.[K+], predict the reaction product. The product is: [F:9][CH:8]([F:10])[C:6]1[CH:5]=[C:4]([NH:11][S:12]([CH3:15])(=[O:14])=[O:13])[CH:3]=[C:2]([B:16]2[O:20][C:19]([CH3:22])([CH3:21])[C:18]([CH3:24])([CH3:23])[O:17]2)[CH:7]=1. (2) The product is: [Cl:1][C:2]1[C:3]([CH3:36])=[CH:4][C:5]([O:6][CH2:7][CH2:8][CH2:9][C:10]2[C:18]3[C:13](=[C:14]([C:42]4[CH:43]=[CH:38][N:39]=[CH:40][C:41]=4[C:45]([F:48])([F:47])[F:46])[CH:15]=[CH:16][CH:17]=3)[NH:12][C:11]=2[C:28]([O:30][CH2:31][CH3:32])=[O:29])=[CH:33][C:34]=1[CH3:35]. Given the reactants [Cl:1][C:2]1[C:34]([CH3:35])=[CH:33][C:5]([O:6][CH2:7][CH2:8][CH2:9][C:10]2[C:18]3[C:13](=[C:14](B4OC(C)(C)C(C)(C)O4)[CH:15]=[CH:16][CH:17]=3)[NH:12][C:11]=2[C:28]([O:30][CH2:31][CH3:32])=[O:29])=[CH:4][C:3]=1[CH3:36].Cl[C:38]1[CH:43]=[C:42](I)[C:41]([C:45]([F:48])([F:47])[F:46])=[CH:40][N:39]=1, predict the reaction product. (3) Given the reactants [Cl:1][C:2]1[C:7]2[N:8]=[CH:9][N:10]([CH3:11])[C:6]=2[C:5]([C:12]([N:14]2[CH2:19][CH2:18][O:17][CH2:16][CH2:15]2)=[O:13])=[CH:4][N:3]=1.[F:20][C:21]1[CH:22]=[C:23]([CH:25]=[CH:26][C:27]=1[F:28])[NH2:24], predict the reaction product. The product is: [ClH:1].[F:20][C:21]1[CH:22]=[C:23]([NH:24][C:2]2[C:7]3[N:8]=[CH:9][N:10]([CH3:11])[C:6]=3[C:5]([C:12]([N:14]3[CH2:19][CH2:18][O:17][CH2:16][CH2:15]3)=[O:13])=[CH:4][N:3]=2)[CH:25]=[CH:26][C:27]=1[F:28]. (4) Given the reactants Br[C:2]1[NH:6][C:5]([CH:7]([CH3:9])[CH3:8])=[N:4][C:3]=1[C:10]1[CH:11]=[C:12]([CH3:16])[CH:13]=[CH:14][CH:15]=1.CC1(C)C(C)(C)OB([C:25]2[CH:26]=[CH:27][C:28]3[N:29]([N:31]=[CH:32][N:33]=3)[CH:30]=2)O1.C([O-])([O-])=O.[Na+].[Na+], predict the reaction product. The product is: [CH:7]([C:5]1[NH:6][C:2]([C:25]2[CH:26]=[CH:27][C:28]3[N:29]([N:31]=[CH:32][N:33]=3)[CH:30]=2)=[C:3]([C:10]2[CH:11]=[C:12]([CH3:16])[CH:13]=[CH:14][CH:15]=2)[N:4]=1)([CH3:9])[CH3:8]. (5) The product is: [Cl:1][C:2]1[N:7]=[C:6]([C:8]2[CH:13]=[CH:12][CH:11]=[CH:10][CH:9]=2)[N:5]=[C:4]([C:14]([NH:16][C:17]2[CH:22]=[CH:21][CH:20]=[CH:19][C:18]=2[C:23]2[S:24][C:25]([CH2:28][CH:34]([CH3:39])[CH3:35])=[N:26][N:27]=2)=[O:15])[CH:3]=1. Given the reactants [Cl:1][C:2]1[N:7]=[C:6]([C:8]2[CH:13]=[CH:12][CH:11]=[CH:10][CH:9]=2)[N:5]=[C:4]([C:14]([NH:16][C:17]2[CH:22]=[CH:21][CH:20]=[CH:19][C:18]=2[C:23]2[S:24][C:25]([C:28]3C=CC=CC=3)=[N:26][N:27]=2)=[O:15])[CH:3]=1.[C:34]1(C2SC(C3C=CC=CC=3N)=NN=2)[CH:39]=CC=C[CH:35]=1, predict the reaction product.